Dataset: NCI-60 drug combinations with 297,098 pairs across 59 cell lines. Task: Regression. Given two drug SMILES strings and cell line genomic features, predict the synergy score measuring deviation from expected non-interaction effect. (1) Drug 1: COC1=C2C(=CC3=C1OC=C3)C=CC(=O)O2. Drug 2: B(C(CC(C)C)NC(=O)C(CC1=CC=CC=C1)NC(=O)C2=NC=CN=C2)(O)O. Cell line: T-47D. Synergy scores: CSS=35.7, Synergy_ZIP=-2.62, Synergy_Bliss=-7.59, Synergy_Loewe=-39.2, Synergy_HSA=-8.36. (2) Drug 1: C1CN1C2=NC(=NC(=N2)N3CC3)N4CC4. Drug 2: C(CN)CNCCSP(=O)(O)O. Cell line: SK-MEL-28. Synergy scores: CSS=22.5, Synergy_ZIP=-6.66, Synergy_Bliss=-4.41, Synergy_Loewe=-33.3, Synergy_HSA=-2.30.